This data is from Orexin1 receptor HTS with 218,158 compounds and 233 confirmed actives. The task is: Binary Classification. Given a drug SMILES string, predict its activity (active/inactive) in a high-throughput screening assay against a specified biological target. (1) The molecule is Brc1c(/C=C2\N3CCC(CC3)C2=O)cc2OCOc2c1. The result is 0 (inactive). (2) The compound is Clc1cc(NC(=O)CN(CC)C(=O)c2c(noc2C)CC)c(cc1)C. The result is 0 (inactive).